From a dataset of Reaction yield outcomes from USPTO patents with 853,638 reactions. Predict the reaction yield, written as a fraction of the theoretical maximum amount of product (1.0 means a 100% yield; for example, 0.34 means a 34% yield). (1) The reactants are [NH2:1][C:2]1[C:7]([CH:8]=[O:9])=[CH:6][CH:5]=[C:4]([CH2:10][O:11]C)[N:3]=1.ClCCl.B(Br)(Br)Br. The catalyst is CO. The product is [NH2:1][C:2]1[C:7]([CH:8]=[O:9])=[CH:6][CH:5]=[C:4]([CH2:10][OH:11])[N:3]=1. The yield is 0.340. (2) The reactants are [Mg].II.Cl[CH2:5][CH2:6][CH2:7][CH2:8][O:9][CH3:10].[C:11]([O:15][C:16]([N:18]1[CH2:23][CH2:22][CH2:21][C@@H:20]([C:24](=[O:38])[C:25]2[CH:30]=[CH:29][CH:28]=[CH:27][C:26]=2[C:31]2[CH:36]=[CH:35][CH:34]=[CH:33][C:32]=2[Cl:37])[CH2:19]1)=[O:17])([CH3:14])([CH3:13])[CH3:12]. The catalyst is C1COCC1. The product is [Cl:37][C:32]1[CH:33]=[CH:34][CH:35]=[CH:36][C:31]=1[C:26]1[CH:27]=[CH:28][CH:29]=[CH:30][C:25]=1[C@:24]([C@@H:20]1[CH2:21][CH2:22][CH2:23][N:18]([C:16]([O:15][C:11]([CH3:14])([CH3:13])[CH3:12])=[O:17])[CH2:19]1)([OH:38])[CH2:5][CH2:6][CH2:7][CH2:8][O:9][CH3:10]. The yield is 0.470. (3) The reactants are [Cl:1][C:2]1[CH:28]=[CH:27][C:5]([CH2:6][NH:7][C:8]([C:10]2[C:19](=[O:20])[C:18]3[C:13](=[N:14][C:15]([CH3:25])=[C:16]([C:21]#[C:22][CH2:23][OH:24])[CH:17]=3)[N:12]([CH3:26])[CH:11]=2)=[O:9])=[CH:4][CH:3]=1. The catalyst is C(Cl)Cl.CO.[Pd]. The product is [Cl:1][C:2]1[CH:3]=[CH:4][C:5]([CH2:6][NH:7][C:8]([C:10]2[C:19](=[O:20])[C:18]3[C:13](=[N:14][C:15]([CH3:25])=[C:16]([CH2:21][CH2:22][CH2:23][OH:24])[CH:17]=3)[N:12]([CH3:26])[CH:11]=2)=[O:9])=[CH:27][CH:28]=1. The yield is 0.660.